The task is: Predict the product of the given reaction.. This data is from Forward reaction prediction with 1.9M reactions from USPTO patents (1976-2016). Given the reactants [CH:1]1([C:7]2[CH:8]=[C:9]([C:17]3[N:22]=[CH:21][C:20]([CH:23]=[C:24]4[S:28][C:27](=[O:29])[NH:26][C:25]4=[O:30])=[CH:19][CH:18]=3)[CH:10]=[C:11]([N+:14]([O-])=O)[C:12]=2[OH:13])[CH2:6][CH2:5][CH2:4][CH2:3][CH2:2]1.[PH2]([O-])=O.[Na+], predict the reaction product. The product is: [NH2:14][C:11]1[CH:10]=[C:9]([C:17]2[N:22]=[CH:21][C:20]([CH:23]=[C:24]3[S:28][C:27](=[O:29])[NH:26][C:25]3=[O:30])=[CH:19][CH:18]=2)[CH:8]=[C:7]([CH:1]2[CH2:2][CH2:3][CH2:4][CH2:5][CH2:6]2)[C:12]=1[OH:13].